This data is from Forward reaction prediction with 1.9M reactions from USPTO patents (1976-2016). The task is: Predict the product of the given reaction. (1) Given the reactants [CH3:1][O:2][CH2:3][C:4]1[CH:9]=[C:8]([C:10]([OH:12])=O)[CH:7]=[CH:6][C:5]=1[C:13]1[CH:18]=[CH:17][CH:16]=[CH:15][C:14]=1[CH3:19].C(N(C(C)C)C(C)C)C.CN(C(ON1N=NC2C=CC=NC1=2)=[N+](C)C)C.F[P-](F)(F)(F)(F)F.[NH2:53][C:54](=[N:67]O)[C:55]1[CH:56]=[C:57]([CH:62]=[CH:63][C:64]=1[O:65][CH3:66])[C:58]([O:60][CH3:61])=[O:59], predict the reaction product. The product is: [CH3:66][O:65][C:64]1[CH:63]=[CH:62][C:57]([C:58]([O:60][CH3:61])=[O:59])=[CH:56][C:55]=1[C:54]1[N:53]=[C:10]([C:8]2[CH:7]=[CH:6][C:5]([C:13]3[CH:18]=[CH:17][CH:16]=[CH:15][C:14]=3[CH3:19])=[C:4]([CH2:3][O:2][CH3:1])[CH:9]=2)[O:12][N:67]=1. (2) Given the reactants Br[C:2]1[N:3]=[C:4]([CH3:8])[N:5]([CH3:7])[CH:6]=1.Br[C:10]1[N:18]2[C:13]([CH:14]=[N:15][C:16]([NH:19][C:20]3[CH:25]=[CH:24][C:23]([N:26]4[CH2:31][CH2:30][O:29][CH2:28][CH2:27]4)=[CH:22][CH:21]=3)=[N:17]2)=[CH:12][CH:11]=1.[N:32]1([C:38]2[CH:43]=[CH:42][C:41]([NH:44][C:45]3[N:50]=[CH:49][C:48]4=[CH:51][CH:52]=[C:53]([B:54]5[O:58][C:57]([CH3:60])([CH3:59])[C:56]([CH3:62])([CH3:61])[O:55]5)[N:47]4[N:46]=3)=[CH:40][CH:39]=2)[CH2:37][CH2:36][O:35][CH2:34][CH2:33]1, predict the reaction product. The product is: [N:32]1([C:38]2[CH:43]=[CH:42][C:41]([NH:44][C:45]3[N:50]=[CH:49][C:48]4=[CH:51][CH:52]=[C:53]([B:54]5[O:55][C:56]([CH3:62])([CH3:61])[C:57]([CH3:60])([CH3:59])[O:58]5)[N:47]4[N:46]=3)=[CH:40][CH:39]=2)[CH2:33][CH2:34][O:35][CH2:36][CH2:37]1.[CH3:7][N:5]1[CH:6]=[C:2]([C:10]2[N:18]3[C:13]([CH:14]=[N:15][C:16]([NH:19][C:20]4[CH:25]=[CH:24][C:23]([N:26]5[CH2:31][CH2:30][O:29][CH2:28][CH2:27]5)=[CH:22][CH:21]=4)=[N:17]3)=[CH:12][CH:11]=2)[N:3]=[C:4]1[CH3:8]. (3) Given the reactants [F:1][C:2]1[CH:3]=[CH:4][C:5]([CH2:8][O:9][C:10]2[CH:15]=[CH:14][N:13]([C:16]3[CH:21]=[CH:20][C:19]4[C:22]5[CH2:28][CH2:27][N:26](C(OC(C)(C)C)=O)[CH2:25][CH2:24][C:23]=5[O:36][C:18]=4[CH:17]=3)[C:12](=[O:37])[CH:11]=2)=[N:6][CH:7]=1.Cl.C([O-])(O)=O.[Na+], predict the reaction product. The product is: [F:1][C:2]1[CH:3]=[CH:4][C:5]([CH2:8][O:9][C:10]2[CH:15]=[CH:14][N:13]([C:16]3[CH:21]=[CH:20][C:19]4[C:22]5[CH2:28][CH2:27][NH:26][CH2:25][CH2:24][C:23]=5[O:36][C:18]=4[CH:17]=3)[C:12](=[O:37])[CH:11]=2)=[N:6][CH:7]=1. (4) The product is: [F:39][C:34]1[CH:35]=[CH:36][CH:37]=[CH:38][C:33]=1[C:32]1[S:31][C:30]([CH3:40])=[N:29][C:28]=1[C:26]([N:21]1[CH2:22][CH:23]2[CH:19]([CH2:25][N:24]2[C:9]2[CH:18]=[N:17][C:16]3[C:11](=[CH:12][CH:13]=[CH:14][CH:15]=3)[N:10]=2)[CH2:20]1)=[O:27]. Given the reactants C12N([C:9]3[CH:18]=[N:17][C:16]4[C:11](=[CH:12][CH:13]=[CH:14][CH:15]=4)[N:10]=3)CC1CCNC2.[CH:19]12[CH2:25][NH:24][CH:23]1[CH2:22][N:21]([C:26]([C:28]1[N:29]=[C:30]([CH3:40])[S:31][C:32]=1[C:33]1[CH:38]=[CH:37][CH:36]=[CH:35][C:34]=1[F:39])=[O:27])[CH2:20]2.ClC1C=NC2C(=CC=CC=2)N=1, predict the reaction product. (5) Given the reactants [CH:1]([C:5]1[CH:10]=[CH:9][C:8]([N:11]2[C:20](=[O:21])[C:19]3[C:14](=[CH:15][CH:16]=[CH:17][CH:18]=3)[N:13]=[C:12]2[C:22]2[CH:23]=[N:24][C:25](Cl)=[CH:26][CH:27]=2)=[CH:7][CH:6]=1)([CH2:3][CH3:4])[CH3:2].[CH3:29]B1OB(C)OB(C)O1.C([O-])([O-])=O.[K+].[K+], predict the reaction product. The product is: [CH:1]([C:5]1[CH:10]=[CH:9][C:8]([N:11]2[C:20](=[O:21])[C:19]3[C:14](=[CH:15][CH:16]=[CH:17][CH:18]=3)[N:13]=[C:12]2[C:22]2[CH:23]=[N:24][C:25]([CH3:29])=[CH:26][CH:27]=2)=[CH:7][CH:6]=1)([CH2:3][CH3:4])[CH3:2]. (6) Given the reactants [C:1]([N:4]1[C:13]2[C:8](=[CH:9][C:10](B3OC(C)(C)C(C)(C)O3)=[CH:11][CH:12]=2)[C@H:7]([NH:23][C:24](=[O:29])[O:25][CH:26]([CH3:28])[CH3:27])[CH2:6][C@@H:5]1[CH3:30])(=[O:3])[CH3:2].I[C:32]1[N:33]=[CH:34][N:35]([CH2:37][CH2:38][NH:39][C:40](=[O:46])[O:41][C:42]([CH3:45])([CH3:44])[CH3:43])[CH:36]=1.C(=O)([O-])[O-].[K+].[K+], predict the reaction product. The product is: [C:1]([N:4]1[C:13]2[C:8](=[CH:9][C:10]([C:32]3[N:33]=[CH:34][N:35]([CH2:37][CH2:38][NH:39][C:40]([O:41][C:42]([CH3:45])([CH3:44])[CH3:43])=[O:46])[CH:36]=3)=[CH:11][CH:12]=2)[C@H:7]([NH:23][C:24](=[O:29])[O:25][CH:26]([CH3:28])[CH3:27])[CH2:6][C@@H:5]1[CH3:30])(=[O:3])[CH3:2]. (7) Given the reactants [Cl:1][C:2]1[CH:7]=[CH:6][C:5]([CH:8]2[CH:12]([C:13]3[CH:18]=[CH:17][C:16]([Cl:19])=[CH:15][CH:14]=3)[N:11]([C:20](Cl)=[O:21])[C:10]([C:23]3[C:24]([O:31][CH2:32][CH3:33])=[N:25][C:26]([S:29][CH3:30])=[N:27][CH:28]=3)=[N:9]2)=[CH:4][CH:3]=1.Cl.Cl.[CH3:36][S:37]([CH2:40][CH2:41][N:42]1[CH2:47][CH2:46][NH:45][CH2:44][CH2:43]1)(=[O:39])=[O:38], predict the reaction product. The product is: [Cl:1][C:2]1[CH:3]=[CH:4][C:5]([C@H:8]2[C@@H:12]([C:13]3[CH:14]=[CH:15][C:16]([Cl:19])=[CH:17][CH:18]=3)[N:11]([C:20]([N:45]3[CH2:44][CH2:43][N:42]([CH2:41][CH2:40][S:37]([CH3:36])(=[O:38])=[O:39])[CH2:47][CH2:46]3)=[O:21])[C:10]([C:23]3[C:24]([O:31][CH2:32][CH3:33])=[N:25][C:26]([S:29][CH3:30])=[N:27][CH:28]=3)=[N:9]2)=[CH:6][CH:7]=1.